From a dataset of Peptide-MHC class II binding affinity with 134,281 pairs from IEDB. Regression. Given a peptide amino acid sequence and an MHC pseudo amino acid sequence, predict their binding affinity value. This is MHC class II binding data. (1) The peptide sequence is KMIGGIGGFIKVRQYDQISI. The MHC is DRB1_0802 with pseudo-sequence DRB1_0802. The binding affinity (normalized) is 0.314. (2) The peptide sequence is LLKLTVAVGLHFHEM. The MHC is DRB3_0101 with pseudo-sequence DRB3_0101. The binding affinity (normalized) is 0. (3) The peptide sequence is QWIIRNWETVKIQWS. The binding affinity (normalized) is 0.936. The MHC is DRB1_1501 with pseudo-sequence DRB1_1501. (4) The peptide sequence is NRATWASHIHLVIHR. The MHC is HLA-DQA10501-DQB10303 with pseudo-sequence HLA-DQA10501-DQB10303. The binding affinity (normalized) is 0.350. (5) The binding affinity (normalized) is 0.276. The MHC is DRB1_1201 with pseudo-sequence DRB1_1201. The peptide sequence is DPWTIYAIGGSSNPT. (6) The peptide sequence is GGVVQPGRSLRLSCA. The MHC is DRB1_1501 with pseudo-sequence DRB1_1501. The binding affinity (normalized) is 0.962. (7) The peptide sequence is FGHDGTVWAQSADFP. The MHC is DRB1_0401 with pseudo-sequence DRB1_0401. The binding affinity (normalized) is 0.780. (8) The peptide sequence is RKELLVTFKNAHAKK. The MHC is DRB1_0301 with pseudo-sequence DRB1_0301. The binding affinity (normalized) is 0.284. (9) The peptide sequence is GYVSLQEFVDLNNKG. The MHC is DRB1_1101 with pseudo-sequence DRB1_1101. The binding affinity (normalized) is 0.115.